From a dataset of Catalyst prediction with 721,799 reactions and 888 catalyst types from USPTO. Predict which catalyst facilitates the given reaction. (1) Reactant: [CH:1]1[CH:6]=[C:5]2[C:7]([N:9]([CH2:12][CH2:13]Br)[C:10](=[O:11])[C:4]2=[CH:3][CH:2]=1)=[O:8].[F:15][C:16]1[CH:22]=[CH:21][C:19]([NH2:20])=[CH:18][CH:17]=1.CN(C=O)C.C(=O)([O-])[O-].[Na+].[Na+]. Product: [F:15][C:16]1[CH:22]=[CH:21][C:19]([NH:20][CH2:13][CH2:12][N:9]2[C:7](=[O:8])[C:5]3[C:4](=[CH:3][CH:2]=[CH:1][CH:6]=3)[C:10]2=[O:11])=[CH:18][CH:17]=1. The catalyst class is: 6. (2) Reactant: Cl.Cl.[CH2:3]([O:15][CH2:16][C:17]([CH2:36][O:37][CH2:38][CH2:39][CH2:40][CH2:41][CH2:42][CH2:43][CH2:44][CH2:45][CH2:46][CH2:47][CH2:48][CH3:49])([CH2:27][O:28][CH2:29][CH2:30][NH+:31]([CH2:34][CH3:35])[CH2:32][CH3:33])[CH2:18][O:19][CH2:20][CH2:21][NH+:22]([CH2:25][CH3:26])[CH2:23][CH3:24])[CH2:4][CH2:5][CH2:6][CH2:7][CH2:8][CH2:9][CH2:10][CH2:11][CH2:12][CH2:13][CH3:14]. Product: [CH2:38]([O:37][CH2:36][C:17]([CH2:16][O:15][CH2:3][CH2:4][CH2:5][CH2:6][CH2:7][CH2:8][CH2:9][CH2:10][CH2:11][CH2:12][CH2:13][CH3:14])([CH2:27][O:28][CH2:29][CH2:30][N:31]([CH2:32][CH3:33])[CH2:34][CH3:35])[CH2:18][O:19][CH2:20][CH2:21][N:22]([CH2:25][CH3:26])[CH2:23][CH3:24])[CH2:39][CH2:40][CH2:41][CH2:42][CH2:43][CH2:44][CH2:45][CH2:46][CH2:47][CH2:48][CH3:49]. The catalyst class is: 74. (3) Reactant: C([O:3][C:4](=[O:36])[CH2:5][N:6]1[CH:10]=[CH:9][C:8]([NH:11][C:12](=[O:35])[C@@H:13]([N:18]2[CH2:22][C:21]([O:23][C:24]3[CH:29]=[CH:28][CH:27]=[C:26]([CH:30]4[CH2:32][CH2:31]4)[C:25]=3[F:33])=[CH:20][C:19]2=[O:34])[CH2:14][CH:15]([CH3:17])[CH3:16])=[N:7]1)C.[OH-].[Li+]. Product: [CH:30]1([C:26]2[C:25]([F:33])=[C:24]([CH:29]=[CH:28][CH:27]=2)[O:23][C:21]2[CH2:22][N:18]([C@@H:13]([CH2:14][CH:15]([CH3:16])[CH3:17])[C:12]([NH:11][C:8]3[CH:9]=[CH:10][N:6]([CH2:5][C:4]([OH:36])=[O:3])[N:7]=3)=[O:35])[C:19](=[O:34])[CH:20]=2)[CH2:32][CH2:31]1. The catalyst class is: 7. (4) Reactant: C[O:2][C:3]1[CH:8]=[CH:7][C:6]([C:9]2[S:10][CH:11]=[CH:12][CH:13]=2)=[CH:5][CH:4]=1.B(Br)(Br)Br.C([O-])(O)=O.[Na+]. Product: [S:10]1[CH:11]=[CH:12][CH:13]=[C:9]1[C:6]1[CH:7]=[CH:8][C:3]([OH:2])=[CH:4][CH:5]=1. The catalyst class is: 2. (5) Reactant: ClC(Cl)(O[C:5](=[O:11])OC(Cl)(Cl)Cl)Cl.[CH3:13][N:14]1[CH2:19][CH2:18][NH:17][CH2:16][CH2:15]1.[NH2:20][C:21]1[C:22]([CH3:27])=[CH:23][CH:24]=[CH:25][CH:26]=1.[CH2:28](N(CC)CC)C. Product: [CH3:27][C:22]1[CH:23]=[CH:24][CH:25]=[CH:26][C:21]=1[NH:20][C:5]([CH2:13][N:14]1[CH2:19][CH2:18][N:17]([CH3:28])[CH2:16][CH2:15]1)=[O:11]. The catalyst class is: 146.